From a dataset of CYP2C19 inhibition data for predicting drug metabolism from PubChem BioAssay. Regression/Classification. Given a drug SMILES string, predict its absorption, distribution, metabolism, or excretion properties. Task type varies by dataset: regression for continuous measurements (e.g., permeability, clearance, half-life) or binary classification for categorical outcomes (e.g., BBB penetration, CYP inhibition). Dataset: cyp2c19_veith. (1) The result is 1 (inhibitor). The molecule is COC(=O)COc1ccc(Cl)cc1C1Nc2ccccc2C(=O)N1c1ccc(OC)cc1. (2) The molecule is N#CC1=C(N)SC(N)=C(C#N)C1c1cccc(O)c1. The result is 1 (inhibitor). (3) The drug is CCCc1nnc(SCC(=O)N2CCCC(C)C2)n1CC1CCCO1. The result is 0 (non-inhibitor). (4) The drug is CC(=O)c1cc(CC=C(C)C)c(O)cc1O. The result is 1 (inhibitor). (5) The molecule is C=CCNC(=O)c1ccccc1Cl. The result is 0 (non-inhibitor). (6) The compound is COc1ccc(O[C@H]2C=C[C@@H](c3ccccc3)O[C@H]2COC(=O)CC/C(C)=N\OC[C@@H](O)[C@H]2O[C@H]3OC(C)(C)O[C@H]3[C@@H]2O)cc1. The result is 1 (inhibitor). (7) The drug is BrC(c1cccc2ccccc12)c1cccc2ccccc12. The result is 1 (inhibitor). (8) The molecule is CN(C)Cc1cc(C(F)(F)F)ccc1C(O)(c1ccccc1)c1ccccc1. The result is 0 (non-inhibitor). (9) The molecule is NC[C@H](CS(=O)(=O)O)c1ccc(Cl)cc1. The result is 0 (non-inhibitor). (10) The compound is [Cu].[O-]/N=C1/C(=[OH+])Nc2ccccc21.[O-]Nc1c(O)[nH]c2ccccc12. The result is 0 (non-inhibitor).